Dataset: hERG potassium channel inhibition data for cardiac toxicity prediction from Karim et al.. Task: Regression/Classification. Given a drug SMILES string, predict its toxicity properties. Task type varies by dataset: regression for continuous values (e.g., LD50, hERG inhibition percentage) or binary classification for toxic/non-toxic outcomes (e.g., AMES mutagenicity, cardiotoxicity, hepatotoxicity). Dataset: herg_karim. (1) The compound is CCN1C[C@H](c2ccc(-c3ccc(C#N)cc3)cc2)[C@@H](NS(=O)(=O)C(C)C)C1. The result is 1 (blocker). (2) The drug is O=C(Nc1c(Cl)cncc1Cl)c1cn(-c2ccc(Cl)cc2)c2ncccc2c1=O. The result is 1 (blocker). (3) The result is 1 (blocker). The molecule is C[C@@H](OC1CCC2NC1(c1ccccc1)CC2S(=O)(=O)c1ccccc1)c1cc(C(F)(F)F)cc(C(F)(F)F)c1. (4) The molecule is Clc1ccc(CO[C@@H](Cn2ccnc2)c2ccc(Cl)cc2Cl)c(Cl)c1. The result is 1 (blocker). (5) The molecule is NC1=N[C@@]2(CO1)c1cc(-c3cccnc3F)ccc1Oc1c2cc(-c2cccnc2F)nc1F. The result is 0 (non-blocker). (6) The molecule is C[S+]([O-])Cc1ccc(C(=O)Nc2nccnc2C(=O)NCC2CCC2)c2ccccc12. The result is 0 (non-blocker). (7) The compound is COc1ccc(CC[NH2+]CCC[C@@](C#N)(c2ccc(OC)c(OC)c2)C(C)C)cc1OC. The result is 1 (blocker). (8) The molecule is COc1ccc2c(OCC(O)CO)nc(C#N)c(-c3ccccc3)c2c1. The result is 0 (non-blocker). (9) The compound is NCCCCCCNS(=O)(=O)c1cccc2c(Cl)cccc12. The result is 1 (blocker).